From a dataset of Full USPTO retrosynthesis dataset with 1.9M reactions from patents (1976-2016). Predict the reactants needed to synthesize the given product. (1) Given the product [CH3:1][C:2]([CH3:37])([CH2:3][CH2:4][N:38]1[CH2:43][CH2:42][O:41][CH2:40][CH2:39]1)[C:6]([C:7]1[C:15]2[C:10](=[N:11][CH:12]=[C:13]([C:16]3[CH:17]=[C:18]([O:26][CH3:27])[C:19]([O:24][CH3:25])=[C:20]([O:22][CH3:23])[CH:21]=3)[N:14]=2)[N:9]([CH2:28][O:29][CH2:30][CH2:31][Si:32]([CH3:35])([CH3:33])[CH3:34])[CH:8]=1)=[O:36], predict the reactants needed to synthesize it. The reactants are: [CH3:1][C:2]([CH3:37])([C:6](=[O:36])[C:7]1[C:15]2[C:10](=[N:11][CH:12]=[C:13]([C:16]3[CH:21]=[C:20]([O:22][CH3:23])[C:19]([O:24][CH3:25])=[C:18]([O:26][CH3:27])[CH:17]=3)[N:14]=2)[N:9]([CH2:28][O:29][CH2:30][CH2:31][Si:32]([CH3:35])([CH3:34])[CH3:33])[CH:8]=1)[CH2:3][CH:4]=O.[NH:38]1[CH2:43][CH2:42][O:41][CH2:40][CH2:39]1.C(O[BH-](OC(=O)C)OC(=O)C)(=O)C.[Na+].C([O-])(O)=O.[Na+]. (2) Given the product [CH3:21][O:20][C:19]1[CH:18]=[C:17]([CH:25]=[CH:24][C:22]=1[O:6][S:3]([C:2]([F:15])([F:14])[F:1])(=[O:5])=[O:4])[C:16]([O:27][CH2:28][CH3:29])=[O:26], predict the reactants needed to synthesize it. The reactants are: [F:1][C:2]([F:15])([F:14])[S:3]([O:6]S(C(F)(F)F)(=O)=O)(=[O:5])=[O:4].[C:16]([O:27][CH2:28][CH3:29])(=[O:26])[C:17]1[CH:25]=[CH:24][C:22](O)=[C:19]([O:20][CH3:21])[CH:18]=1.N1C=CC=CC=1.Cl. (3) The reactants are: [Br:1][C:2]1[CH:3]=[C:4]2[C:8](=[CH:9][CH:10]=1)/[C:7](=[CH:11]/[O:12]C)/[CH2:6][CH2:5]2.CC(=CCC)C.Cl([O-])=[O:21].[Na+].P([O-])(O)(O)=O.[Na+]. Given the product [Br:1][C:2]1[CH:3]=[C:4]2[C:8](=[CH:9][CH:10]=1)[CH:7]([C:11]([OH:12])=[O:21])[CH2:6][CH2:5]2, predict the reactants needed to synthesize it.